Dataset: Blood-brain barrier permeability classification from the B3DB database. Task: Regression/Classification. Given a drug SMILES string, predict its absorption, distribution, metabolism, or excretion properties. Task type varies by dataset: regression for continuous measurements (e.g., permeability, clearance, half-life) or binary classification for categorical outcomes (e.g., BBB penetration, CYP inhibition). Dataset: b3db_classification. (1) The result is 0 (does not penetrate BBB). The drug is Nc1nc(/C(=C\CC(=O)O)C(=O)N[C@@H]2C(=O)N3C(C(=O)O)=CCS[C@@H]23)cs1. (2) The compound is CC(C(=O)O)c1ccc(-c2ccccc2)c(F)c1. The result is 0 (does not penetrate BBB). (3) The drug is CNC(=O)c1c(NCC2CCC3(CCC3)CC2)nc(C#N)nc1OCC1CCN(C)CC1. The result is 1 (penetrates BBB). (4) The compound is O=C(CC1=NC2NN(c3ccccc3)C(=O)C2=C1CC(=O)c1cccc2ccccc12)c1cccc2ccccc12. The result is 1 (penetrates BBB). (5) The drug is C/C=C/C(C)C(O)C1C(=O)NC(CC)C(=O)N(C)CC(=O)N(C)C(CC(C)C)C(=O)NC(C(C)C)C(=O)N(C)C(CC(C)C)C(=O)NC(C)C(=O)NC(C)C(=O)N(C)C(CC(C)C)C(=O)N(C)C(CC(C)C)C(=O)N(C)C(CC(C)C)C(=O)N1C. The result is 1 (penetrates BBB). (6) The molecule is CC(C)N[C@@H]1C2CCC(CC2)[C@@]1(O)c1ccc(Cl)c(Cl)c1. The result is 1 (penetrates BBB). (7) The molecule is Cn1nnnc1SCC1=C(C(=O)O)N2C(=O)[C@H](NC(=O)[C@H](O)c3ccccc3)[C@H]2SC1. The result is 0 (does not penetrate BBB). (8) The result is 1 (penetrates BBB). The molecule is O=C(Cc1ccc(Cl)c(Cl)c1)N1CCCCC1CN1CCCC1. (9) The drug is CC(C)(C(=O)O)c1ccc(C(=O)CCCN2CCC(OC(c3ccccc3)c3ccccc3)CC2)cc1. The result is 0 (does not penetrate BBB).